Binary Classification. Given a T-cell receptor sequence (or CDR3 region) and an epitope sequence, predict whether binding occurs between them. From a dataset of TCR-epitope binding with 47,182 pairs between 192 epitopes and 23,139 TCRs. (1) The epitope is RQLLFVVEV. The TCR CDR3 sequence is CASSSYSGDTQYF. Result: 1 (the TCR binds to the epitope). (2) The epitope is SFHSLHLLF. The TCR CDR3 sequence is CASSVPRTDTQYF. Result: 1 (the TCR binds to the epitope). (3) The epitope is QECVRGTTVL. The TCR CDR3 sequence is CASGTSGSSHEQYF. Result: 0 (the TCR does not bind to the epitope). (4) The epitope is ISPRTLNAW. The TCR CDR3 sequence is CASSEPGPTNTEAFF. Result: 0 (the TCR does not bind to the epitope). (5) The epitope is KLPDDFTGCV. The TCR CDR3 sequence is CASSQDRFGQQETQYF. Result: 1 (the TCR binds to the epitope). (6) The epitope is NLVPMVATV. The TCR CDR3 sequence is CASSRGGAYNEQFF. Result: 1 (the TCR binds to the epitope).